Dataset: Full USPTO retrosynthesis dataset with 1.9M reactions from patents (1976-2016). Task: Predict the reactants needed to synthesize the given product. Given the product [CH2:39]([C:31]1[N:30]([C:19]2[N:18]=[C:17]3[C:22]([N:23]=[C:15]([CH2:14][N:7]4[CH2:8][CH2:9][N:4]([CH:1]([CH3:3])[CH3:2])[CH2:5][C:6]4=[O:10])[N:16]3[CH3:41])=[C:21]([N:24]3[CH2:29][CH2:28][O:27][CH2:26][CH2:25]3)[N:20]=2)[C:34]2[CH:35]=[CH:36][CH:37]=[CH:38][C:33]=2[N:32]=1)[CH3:40], predict the reactants needed to synthesize it. The reactants are: [CH:1]([N:4]1[CH2:9][CH2:8][NH:7][C:6](=[O:10])[CH2:5]1)([CH3:3])[CH3:2].[H-].[Na+].Br[CH2:14][C:15]1[N:16]([CH3:41])[C:17]2[C:22]([N:23]=1)=[C:21]([N:24]1[CH2:29][CH2:28][O:27][CH2:26][CH2:25]1)[N:20]=[C:19]([N:30]1[C:34]3[CH:35]=[CH:36][CH:37]=[CH:38][C:33]=3[N:32]=[C:31]1[CH2:39][CH3:40])[N:18]=2.